Dataset: Retrosynthesis with 50K atom-mapped reactions and 10 reaction types from USPTO. Task: Predict the reactants needed to synthesize the given product. (1) Given the product COc1cccc([C@H](C)NC(=O)N2CCN(c3ncnc4cc(N5CCC(F)(F)CC5)sc34)CC2(C)C)c1, predict the reactants needed to synthesize it. The reactants are: CC1(C)CN(c2ncnc3cc(N4CCC(F)(F)CC4)sc23)CCN1.COc1cccc([C@H](C)N=C=O)c1. (2) Given the product COc1cc(Nc2c(C#N)cnc3cc(OCCCN4CCS(=O)(=O)CC4)c(OC)cc23)c(Cl)cc1Cl, predict the reactants needed to synthesize it. The reactants are: COc1cc2c(Nc3cc(OC)c(Cl)cc3Cl)c(C#N)cnc2cc1F.O=S1(=O)CCN(CCCO)CC1.